The task is: Predict the reactants needed to synthesize the given product.. This data is from Full USPTO retrosynthesis dataset with 1.9M reactions from patents (1976-2016). (1) The reactants are: [Cl:1][C:2]1[CH:3]=[C:4]([CH2:14][N:15]2[C:19]([CH3:20])=[CH:18][C:17]([C:21]([O:23]CC)=[O:22])=[N:16]2)[C:5]2[O:9][C:8]([CH:10]3[CH2:12][CH2:11]3)=[CH:7][C:6]=2[CH:13]=1.[OH-].[Na+:27]. Given the product [Cl:1][C:2]1[CH:3]=[C:4]([CH2:14][N:15]2[C:19]([CH3:20])=[CH:18][C:17]([C:21]([O-:23])=[O:22])=[N:16]2)[C:5]2[O:9][C:8]([CH:10]3[CH2:12][CH2:11]3)=[CH:7][C:6]=2[CH:13]=1.[Na+:27], predict the reactants needed to synthesize it. (2) Given the product [S:4]1[CH:5]=[CH:6][C:2]([C:21]([OH:26])([CH2:22][CH:23]([CH3:25])[CH3:24])[CH2:20][CH:18]([CH3:19])[CH3:17])=[C:3]1[C:7]1[S:8][CH:9]=[CH:10][CH:11]=1, predict the reactants needed to synthesize it. The reactants are: Br[C:2]1[CH:6]=[CH:5][S:4][C:3]=1[C:7]1[S:8][CH:9]=[CH:10][CH:11]=1.C([Li])CCC.[CH3:17][CH:18]([CH2:20][C:21](=[O:26])[CH2:22][CH:23]([CH3:25])[CH3:24])[CH3:19]. (3) The reactants are: [N:1]1[CH:6]=[CH:5][CH:4]=[CH:3][C:2]=1[C@H:7]1[CH2:11][CH2:10][C@H:9]([N:12]2C(=O)C3=CC=CC=C3C2=O)[CH2:8]1. Given the product [N:1]1[CH:6]=[CH:5][CH:4]=[CH:3][C:2]=1[C@H:7]1[CH2:11][CH2:10][C@H:9]([NH2:12])[CH2:8]1, predict the reactants needed to synthesize it.